This data is from Forward reaction prediction with 1.9M reactions from USPTO patents (1976-2016). The task is: Predict the product of the given reaction. (1) Given the reactants [Li]CCCC.Br[C:7]1[C:15]2[O:14][CH2:13][O:12][C:11]=2[CH:10]=[CH:9][CH:8]=1.[B:16](OC(C)C)([O:21]C(C)C)[O:17]C(C)C.Cl.[OH-].[Na+], predict the reaction product. The product is: [O:12]1[C:11]2[CH:10]=[CH:9][CH:8]=[C:7]([B:16]([OH:21])[OH:17])[C:15]=2[O:14][CH2:13]1. (2) The product is: [Br:14][C:2](=[C:3]1[CH2:4][N:5]([C:7]([O:9][C:10]([CH3:11])([CH3:12])[CH3:13])=[O:8])[CH2:6]1)[CH3:15]. Given the reactants Br[C:2]([Br:14])=[C:3]1[CH2:6][N:5]([C:7]([O:9][C:10]([CH3:13])([CH3:12])[CH3:11])=[O:8])[CH2:4]1.[CH2:15]([Li])CCC.IC, predict the reaction product. (3) Given the reactants Br.[Cl:2][C:3]1[CH:4]=[C:5]([OH:31])[CH:6]=[C:7]([Cl:30])[C:8]=1[C:9]1[C:10]([CH3:29])=[N:11][N:12]2[C:17]([NH:18][CH2:19][CH2:20][NH:21][CH:22]3[CH2:27][CH2:26][O:25][CH2:24][CH2:23]3)=[CH:16][C:15]([CH3:28])=[N:14][C:13]=12.C(N(CC)CC)C.[C:39]([O:43][C:44](O[C:44]([O:43][C:39]([CH3:42])([CH3:41])[CH3:40])=[O:45])=[O:45])([CH3:42])([CH3:41])[CH3:40], predict the reaction product. The product is: [C:39]([O:43][C:44](=[O:45])[N:21]([CH2:20][CH2:19][NH:18][C:17]1[N:12]2[N:11]=[C:10]([CH3:29])[C:9]([C:8]3[C:7]([Cl:30])=[CH:6][C:5]([OH:31])=[CH:4][C:3]=3[Cl:2])=[C:13]2[N:14]=[C:15]([CH3:28])[CH:16]=1)[CH:22]1[CH2:27][CH2:26][O:25][CH2:24][CH2:23]1)([CH3:42])([CH3:41])[CH3:40]. (4) Given the reactants Cl[C:2]1[CH:3]=[CH:4][C:5]([O:23][CH3:24])=[C:6]2[C:14]=1[N:13]([CH2:15][CH2:16][F:17])[C:12]1[CH2:11][CH2:10][CH2:9][CH:8]([C:18]([O:20][CH2:21][CH3:22])=[O:19])[C:7]2=1.C(N(CC)CC)C, predict the reaction product. The product is: [F:17][CH2:16][CH2:15][N:13]1[C:12]2[CH2:11][CH2:10][CH2:9][CH:8]([C:18]([O:20][CH2:21][CH3:22])=[O:19])[C:7]=2[C:6]2[C:14]1=[CH:2][CH:3]=[CH:4][C:5]=2[O:23][CH3:24]. (5) Given the reactants [CH3:1][N:2]1[CH2:7][CH2:6][NH:5][CH2:4][CH2:3]1.C(O[C:11](=[O:16])[C:12]([Br:15])([F:14])[F:13])C, predict the reaction product. The product is: [Br:15][C:12]([F:13])([F:14])[C:11]([N:5]1[CH2:6][CH2:7][N:2]([CH3:1])[CH2:3][CH2:4]1)=[O:16]. (6) Given the reactants [Cl-].[CH3:2][O:3][CH2:4][P+](C1C=CC=CC=1)(C1C=CC=CC=1)C1C=CC=CC=1.CC(C)([O-])C.[K+].[CH2:30]([CH:35]1[CH2:40][CH2:39][C:38]([C:48]2[CH:53]=[CH:52][CH:51]=[C:50]([F:54])[C:49]=2[F:55])([CH:41]2[CH2:46][CH2:45][C:44](=O)[CH2:43][CH2:42]2)[CH2:37][CH2:36]1)[CH2:31][CH2:32][CH2:33][CH3:34].O, predict the reaction product. The product is: [CH2:30]([CH:35]1[CH2:36][CH2:37][C:38]([C:48]2[CH:53]=[CH:52][CH:51]=[C:50]([F:54])[C:49]=2[F:55])([CH:41]2[CH2:42][CH2:43][C:44](=[CH:2][O:3][CH3:4])[CH2:45][CH2:46]2)[CH2:39][CH2:40]1)[CH2:31][CH2:32][CH2:33][CH3:34].